From a dataset of Cav3 T-type calcium channel HTS with 100,875 compounds. Binary Classification. Given a drug SMILES string, predict its activity (active/inactive) in a high-throughput screening assay against a specified biological target. The drug is Clc1cc(COC(=O)c2ncccc2)ccc1Cl. The result is 0 (inactive).